This data is from Catalyst prediction with 721,799 reactions and 888 catalyst types from USPTO. The task is: Predict which catalyst facilitates the given reaction. (1) Reactant: [F:1][C:2]([F:13])([C:6]1[CH:11]=[CH:10][C:9]([F:12])=[CH:8][CH:7]=1)[C:3](O)=[O:4].C(Cl)(=O)C([Cl:17])=O.CN(C=O)C. Product: [F:1][C:2]([F:13])([C:6]1[CH:11]=[CH:10][C:9]([F:12])=[CH:8][CH:7]=1)[C:3]([Cl:17])=[O:4]. The catalyst class is: 2. (2) Reactant: [OH:1][C:2]1[CH:7]=[C:6]([CH3:8])[C:5]([C:9]2[CH:14]=[CH:13][CH:12]=[C:11]([CH:15]=[O:16])[CH:10]=2)=[C:4]([CH3:17])[CH:3]=1.N1C=CN=C1.[C:23]([Si:27]([CH3:30])([CH3:29])Cl)([CH3:26])([CH3:25])[CH3:24]. Product: [Si:27]([O:1][C:2]1[CH:7]=[C:6]([CH3:8])[C:5]([C:9]2[CH:14]=[CH:13][CH:12]=[C:11]([CH:15]=[O:16])[CH:10]=2)=[C:4]([CH3:17])[CH:3]=1)([C:23]([CH3:26])([CH3:25])[CH3:24])([CH3:30])[CH3:29]. The catalyst class is: 42.